Dataset: Forward reaction prediction with 1.9M reactions from USPTO patents (1976-2016). Task: Predict the product of the given reaction. (1) Given the reactants [CH3:1][O:2][C:3]1[N:4]=[C:5]2[C:10](=[CH:11][CH:12]=1)[N:9]=[CH:8][CH:7]=[C:6]2[C:13]1[N:18]=[CH:17][C:16]([CH2:19][CH2:20][NH2:21])=[CH:15][CH:14]=1.[O:22]=[C:23]1[CH2:28][S:27][C:26]2[CH:29]=[CH:30][C:31]([CH:33]=O)=[N:32][C:25]=2[NH:24]1.[O-]S([O-])(=O)=O.[Na+].[Na+].[BH4-].[Na+], predict the reaction product. The product is: [CH3:1][O:2][C:3]1[N:4]=[C:5]2[C:10](=[CH:11][CH:12]=1)[N:9]=[CH:8][CH:7]=[C:6]2[C:13]1[N:18]=[CH:17][C:16]([CH2:19][CH2:20][NH:21][CH2:33][C:31]2[CH:30]=[CH:29][C:26]3[S:27][CH2:28][C:23](=[O:22])[NH:24][C:25]=3[N:32]=2)=[CH:15][CH:14]=1. (2) Given the reactants [O:1]1[CH2:6][CH2:5][N:4]([CH2:7][C:8]([NH:10][C@@H:11]([CH3:16])[C:12]([O:14]C)=[O:13])=[O:9])[CH2:3][CH2:2]1.[OH-].[K+:18], predict the reaction product. The product is: [O:1]1[CH2:6][CH2:5][N:4]([CH2:7][C:8]([NH:10][C@@H:11]([CH3:16])[C:12]([O-:14])=[O:13])=[O:9])[CH2:3][CH2:2]1.[K+:18]. (3) The product is: [Cl:14][C:15]1[CH:20]=[C:19]([C:21]2[C:22]([C:24]3[CH:29]=[CH:28][C:27]([O:30][CH2:31][C:32]4[CH:41]=[CH:40][C:39]5[C:34](=[CH:35][CH:36]=[CH:37][CH:38]=5)[N:33]=4)=[CH:26][CH:25]=3)=[N:12][N:1]([CH3:10])[CH:2]=2)[CH:18]=[CH:17][N:16]=1. Given the reactants [N:1]1[C:10]2C(=CC=CC=2)C=C[CH:2]=1.C[NH:12]N.[Cl:14][C:15]1[CH:20]=[C:19]([CH2:21][C:22]([C:24]2[CH:29]=[CH:28][C:27]([O:30][CH2:31][C:32]3[CH:41]=[CH:40][C:39]4[C:34](=[CH:35][CH:36]=[CH:37][CH:38]=4)[N:33]=3)=[CH:26][CH:25]=2)=O)[CH:18]=[CH:17][N:16]=1, predict the reaction product. (4) Given the reactants [Br:1][C:2]1[CH:7]=[CH:6][C:5]([NH:8][C:9](=[O:11])[CH3:10])=[CH:4][C:3]=1[N+:12]([O-])=O, predict the reaction product. The product is: [NH2:12][C:3]1[CH:4]=[C:5]([NH:8][C:9](=[O:11])[CH3:10])[CH:6]=[CH:7][C:2]=1[Br:1]. (5) Given the reactants [CH3:1][Si](C=[N+]=[N-])(C)C.[O:8]=[C:9]1[CH2:12][CH:11]([C:13]([OH:15])=[O:14])[CH2:10]1, predict the reaction product. The product is: [O:8]=[C:9]1[CH2:12][CH:11]([C:13]([O:15][CH3:1])=[O:14])[CH2:10]1. (6) Given the reactants [CH3:1][O:2][C@H:3]1[C@H:7]([NH:8]C(C2C=CC=CC=2)(C2C=CC=CC=2)C2C=CC=CC=2)[CH2:6][N:5]([C:28](=[O:41])[CH2:29][C:30]2[CH:35]=[CH:34][C:33]([O:36][C:37]([F:40])([F:39])[F:38])=[CH:32][CH:31]=2)[CH2:4]1.Cl, predict the reaction product. The product is: [NH2:8][C@H:7]1[C@H:3]([O:2][CH3:1])[CH2:4][N:5]([C:28](=[O:41])[CH2:29][C:30]2[CH:31]=[CH:32][C:33]([O:36][C:37]([F:38])([F:39])[F:40])=[CH:34][CH:35]=2)[CH2:6]1.